From a dataset of hERG Central: cardiac toxicity at 1µM, 10µM, and general inhibition. Predict hERG channel inhibition at various concentrations. (1) The molecule is N#Cc1ccc(CN2CCN(C(=O)c3cccc(S(=O)(=O)N4CCCCCC4)c3)CC2)cc1. Results: hERG_inhib (hERG inhibition (general)): blocker. (2) The compound is COc1ccc(-n2c(Cc3cccn3C)nnc2SCC(=O)Nc2ccccc2F)cc1. Results: hERG_inhib (hERG inhibition (general)): blocker. (3) The molecule is CC(=O)c1ccccc1NS(=O)(=O)c1cccc2nonc12. Results: hERG_inhib (hERG inhibition (general)): blocker. (4) The compound is CN(C)CCNC(=O)/C(=C/c1ccc(-c2ccc(Cl)cc2Cl)o1)NC(=O)c1ccccc1. Results: hERG_inhib (hERG inhibition (general)): blocker. (5) The drug is Cc1ccc(-n2ncc(C(=O)Nc3cc(Cl)ccc3Cl)c2C2CCNCC2)cc1.Cl. Results: hERG_inhib (hERG inhibition (general)): blocker.